Predict the reaction yield, written as a fraction of the theoretical maximum amount of product (1.0 means a 100% yield; for example, 0.34 means a 34% yield). From a dataset of Reaction yield outcomes from USPTO patents with 853,638 reactions. (1) The reactants are [F:1][C:2]([F:20])([F:19])[CH2:3][CH2:4][CH:5]([CH2:10][C:11]1[CH:16]=[CH:15][CH:14]=[C:13]([O:17][CH3:18])[CH:12]=1)[CH2:6][C:7]([OH:9])=O.C(Cl)(=O)C(Cl)=O.[Al+3].[Cl-].[Cl-].[Cl-]. No catalyst specified. The product is [CH3:18][O:17][C:13]1[CH:12]=[C:11]2[C:16](=[CH:15][CH:14]=1)[C:7](=[O:9])[CH2:6][CH:5]([CH2:4][CH2:3][C:2]([F:1])([F:20])[F:19])[CH2:10]2. The yield is 0.730. (2) The yield is 0.260. The product is [F:1][C:2]1[CH:11]=[CH:10][C:9]([O:12][CH2:13][CH2:14][CH3:15])=[C:8]2[C:3]=1[C:4](=[O:25])[C:5]([C:16]1[CH:17]=[CH:18][C:19]([C:20]([N:26]3[CH2:31][CH2:30][O:29][CH2:28][CH2:27]3)=[O:21])=[CH:23][CH:24]=1)=[CH:6][NH:7]2. The reactants are [F:1][C:2]1[CH:11]=[CH:10][C:9]([O:12][CH2:13][CH2:14][CH3:15])=[C:8]2[C:3]=1[C:4](=[O:25])[C:5]([C:16]1[CH:24]=[CH:23][C:19]([C:20](O)=[O:21])=[CH:18][CH:17]=1)=[CH:6][NH:7]2.[NH:26]1[CH2:31][CH2:30][O:29][CH2:28][CH2:27]1.CCN=C=NCCCN(C)C.C1C=CC2N(O)N=NC=2C=1. The catalyst is CN(C=O)C. (3) The reactants are [CH3:1][O:2][C:3]1[CH:4]=[C:5]([NH2:15])[CH:6]=[CH:7][C:8]=1[N:9]1[CH:13]=[C:12]([CH3:14])[N:11]=[CH:10]1.[Cl:16][C:17]1[N:22]=[C:21](Cl)[N:20]=[C:19]([O:24][CH:25]([CH3:27])[CH3:26])[N:18]=1. No catalyst specified. The product is [Cl:16][C:17]1[N:18]=[C:19]([O:24][CH:25]([CH3:27])[CH3:26])[N:20]=[C:21]([NH:15][C:5]2[CH:6]=[CH:7][C:8]([N:9]3[CH:13]=[C:12]([CH3:14])[N:11]=[CH:10]3)=[C:3]([O:2][CH3:1])[CH:4]=2)[N:22]=1. The yield is 0.410. (4) The reactants are [Li].[F:2][C:3]1[CH:8]=[CH:7][CH:6]=[C:5]([F:9])[CH:4]=1.FC1C=CC=C(F)C=1[Li].[C:19](OC(=O)C)(=[O:21])[CH3:20]. The catalyst is C1COCC1.ClC1C=CC=CC=1. The product is [CH3:20][C:19]([C:4]1[C:3]([F:2])=[CH:8][CH:7]=[CH:6][C:5]=1[F:9])=[O:21]. The yield is 0.880. (5) The reactants are [Cl:1][C:2]1[CH:3]=[CH:4][C:5]([CH2:9][OH:10])=[C:6]([OH:8])[CH:7]=1.Br[CH2:12][CH2:13][C:14]1[CH:19]=[CH:18][CH:17]=[CH:16][CH:15]=1.C([O-])([O-])=O.[K+].[K+]. The catalyst is CN(C=O)C. The product is [Cl:1][C:2]1[CH:3]=[CH:4][C:5]([CH2:9][OH:10])=[C:6]([O:8][CH:13]([C:14]2[CH:19]=[CH:18][CH:17]=[CH:16][CH:15]=2)[CH3:12])[CH:7]=1. The yield is 0.770. (6) The reactants are [N:1]1[C:10]2[C:5](=[CH:6][CH:7]=[CH:8][CH:9]=2)[CH:4]=[CH:3][C:2]=1[N:11]1[CH2:14][CH:13]([O:15][C:16]2[C:17]([C:22]3[CH2:27][CH2:26][N:25]([C:28]([O:30][C:31]([CH3:34])([CH3:33])[CH3:32])=[O:29])[CH2:24][CH:23]=3)=[N:18][CH:19]=[CH:20][N:21]=2)[CH2:12]1. The catalyst is CO.[Pd]. The product is [N:1]1[C:10]2[C:5](=[CH:6][CH:7]=[CH:8][CH:9]=2)[CH:4]=[CH:3][C:2]=1[N:11]1[CH2:14][CH:13]([O:15][C:16]2[C:17]([CH:22]3[CH2:23][CH2:24][N:25]([C:28]([O:30][C:31]([CH3:34])([CH3:33])[CH3:32])=[O:29])[CH2:26][CH2:27]3)=[N:18][CH:19]=[CH:20][N:21]=2)[CH2:12]1. The yield is 0.860. (7) The reactants are [CH3:1][N:2]1[C:10]([C:11]2[CH:16]=[CH:15][C:14]([O:17][C:18]([F:21])([F:20])[F:19])=[CH:13][CH:12]=2)=[C:9]2[C:4]([C:5]3[CH:25]=[CH:24][C:23]([C:26](OC)=[O:27])=[CH:22][C:6]=3[CH:7]=[CH:8]2)=[N:3]1.CC(C[AlH]CC(C)C)C. The catalyst is C1(C)C=CC=CC=1. The product is [CH3:1][N:2]1[C:10]([C:11]2[CH:16]=[CH:15][C:14]([O:17][C:18]([F:19])([F:20])[F:21])=[CH:13][CH:12]=2)=[C:9]2[C:4]([C:5]3[CH:25]=[CH:24][C:23]([CH2:26][OH:27])=[CH:22][C:6]=3[CH:7]=[CH:8]2)=[N:3]1. The yield is 0.806. (8) The reactants are Cl[CH2:2][CH2:3][NH:4][C:5]([NH:7][C:8]1[CH:13]=[CH:12][C:11]([C:14]#[C:15][C:16]2[N:17]([CH2:29][CH3:30])[C:18]3[C:23]([C:24]=2[C:25]#[N:26])=[CH:22][CH:21]=[C:20]([O:27][CH3:28])[CH:19]=3)=[CH:10][CH:9]=1)=[O:6].C([O-])([O-])=O.[K+].[K+].CN(C=O)C. The catalyst is CCOC(C)=O. The product is [CH2:29]([N:17]1[C:18]2[C:23](=[CH:22][CH:21]=[C:20]([O:27][CH3:28])[CH:19]=2)[C:24]([C:25]#[N:26])=[C:16]1[C:15]#[C:14][C:11]1[CH:12]=[CH:13][C:8]([N:7]2[CH2:2][CH2:3][NH:4][C:5]2=[O:6])=[CH:9][CH:10]=1)[CH3:30]. The yield is 0.940. (9) The reactants are Br[C:2]1[S:3][C:4]([NH:18][C:19]([C:21]2[CH:22]=[N:23][N:24]3[CH:29]=[CH:28][CH:27]=[N:26][C:25]=23)=[O:20])=[C:5]([C:7]2[CH:12]=[C:11]([Cl:13])[CH:10]=[CH:9][C:8]=2[O:14][CH:15]([F:17])[F:16])[N:6]=1.[CH3:30][N:31]([CH3:38])[CH:32]1[CH2:37][CH2:36][NH:35][CH2:34][CH2:33]1. The catalyst is CC(N(C)C)=O.CO. The product is [Cl:13][C:11]1[CH:10]=[CH:9][C:8]([O:14][CH:15]([F:17])[F:16])=[C:7]([C:5]2[N:6]=[C:2]([N:35]3[CH2:36][CH2:37][CH:32]([N:31]([CH3:38])[CH3:30])[CH2:33][CH2:34]3)[S:3][C:4]=2[NH:18][C:19]([C:21]2[CH:22]=[N:23][N:24]3[CH:29]=[CH:28][CH:27]=[N:26][C:25]=23)=[O:20])[CH:12]=1. The yield is 0.390.